The task is: Predict the reaction yield, written as a fraction of the theoretical maximum amount of product (1.0 means a 100% yield; for example, 0.34 means a 34% yield).. This data is from Reaction yield outcomes from USPTO patents with 853,638 reactions. (1) The reactants are [CH3:1][C:2]([CH3:5])([O-:4])[CH3:3].[K+].[F:7][C:8]1[CH:20]=[C:19](F)[C:18]([F:22])=[CH:17][C:9]=1[C:10]([NH:12][S:13]([CH3:16])(=[O:15])=[O:14])=[O:11].O. The catalyst is CS(C)=O.CCOC(C)=O.C(O)(=O)CC(CC(O)=O)(C(O)=O)O. The product is [C:2]([O:4][C:19]1[C:18]([F:22])=[CH:17][C:9]([C:10]([NH:12][S:13]([CH3:16])(=[O:15])=[O:14])=[O:11])=[C:8]([F:7])[CH:20]=1)([CH3:5])([CH3:3])[CH3:1]. The yield is 1.00. (2) The reactants are [N:1]([CH2:4][CH2:5][CH2:6][C:7]1([C:24]2[CH:29]=[CH:28][CH:27]=[CH:26][CH:25]=2)[N:11]([C:12](=[S:15])[NH:13][NH2:14])[N:10]=[C:9]([C:16]2[CH:21]=[C:20]([F:22])[CH:19]=[CH:18][C:17]=2[F:23])[S:8]1)=[N+:2]=[N-:3].[CH3:30]OC(OC)OC.CC1C=CC(S(O)(=O)=O)=CC=1. No catalyst specified. The product is [N:1]([CH2:4][CH2:5][CH2:6][C:7]1([C:24]2[CH:29]=[CH:28][CH:27]=[CH:26][CH:25]=2)[N:11]([C:12]2[S:15][CH:30]=[N:14][N:13]=2)[N:10]=[C:9]([C:16]2[CH:21]=[C:20]([F:22])[CH:19]=[CH:18][C:17]=2[F:23])[S:8]1)=[N+:2]=[N-:3]. The yield is 0.900. (3) The reactants are I[C:2]1[CH:3]=[CH:4][C:5]2[N:6]([CH:8]=[C:9]([NH:11][C:12]([CH:14]3[CH2:16][CH2:15]3)=[O:13])[N:10]=2)[N:7]=1.[NH2:17][C:18]1[C:19]([Cl:26])=[C:20]([OH:25])[C:21]([CH3:24])=[CH:22][CH:23]=1.C(=O)([O-])[O-].[K+].[K+]. The catalyst is CN(C)C=O.O. The product is [NH2:17][C:18]1[C:19]([Cl:26])=[C:20]([C:21]([CH3:24])=[CH:22][CH:23]=1)[O:25][C:2]1[CH:3]=[CH:4][C:5]2[N:6]([CH:8]=[C:9]([NH:11][C:12]([CH:14]3[CH2:16][CH2:15]3)=[O:13])[N:10]=2)[N:7]=1. The yield is 0.640. (4) The reactants are [C:1]1(=O)[CH2:6][CH2:5][CH2:4][C:3](=[O:7])[CH2:2]1.[C:9](=[O:12])([O-])[O-].[K+].[K+].I[CH3:16]. The catalyst is CC(C)=O. The product is [CH3:16][C:2]1([CH3:1])[C:3](=[O:7])[CH2:4][CH2:5][CH2:6][C:9]1=[O:12]. The yield is 0.280. (5) The reactants are [Si:1]([O:8][CH2:9][CH2:10][CH:11]([O:15][C:16]1[CH:21]=[CH:20][CH:19]=[CH:18][CH:17]=1)[C:12]([OH:14])=O)([C:4]([CH3:7])([CH3:6])[CH3:5])([CH3:3])[CH3:2].CN(C(ON1N=NC2C=CC=NC1=2)=[N+](C)C)C.F[P-](F)(F)(F)(F)F.[F:46][C:47]1[CH:52]=[C:51]([C:53]2[CH:58]=[CH:57][N:56]=[C:55]([NH:59][C:60]3[N:61]([CH3:65])[N:62]=[CH:63][CH:64]=3)[N:54]=2)[CH:50]=[C:49]([NH:66][NH2:67])[N:48]=1.CCN(C(C)C)C(C)C. The catalyst is CN(C=O)C.O. The product is [Si:1]([O:8][CH2:9][CH2:10][CH:11]([O:15][C:16]1[CH:21]=[CH:20][CH:19]=[CH:18][CH:17]=1)[C:12]([NH:67][NH:66][C:49]1[CH:50]=[C:51]([C:53]2[CH:58]=[CH:57][N:56]=[C:55]([NH:59][C:60]3[N:61]([CH3:65])[N:62]=[CH:63][CH:64]=3)[N:54]=2)[CH:52]=[C:47]([F:46])[N:48]=1)=[O:14])([C:4]([CH3:5])([CH3:6])[CH3:7])([CH3:2])[CH3:3]. The yield is 0.773. (6) The reactants are [Br:1][C:2]1[CH:3]=[C:4]([N:8]2[C:12]3=[N:13][CH:14]=[CH:15][CH:16]=[C:11]3N=N2)[CH:5]=[CH:6][CH:7]=1.[OH-].[Na+]. The catalyst is P(=O)(O)(O)O. The product is [Br:1][C:2]1[CH:7]=[CH:6][CH:5]=[C:4]2[C:3]=1[C:11]1[CH:16]=[CH:15][CH:14]=[N:13][C:12]=1[NH:8]2. The yield is 0.0900. (7) The catalyst is C(Cl)Cl. The reactants are C(N(CC)C(C)C)(C)C.O[C@H:11]1[CH2:15][CH2:14][NH:13][C:12]1=[O:16].FC(F)(F)S(OS(C(F)(F)F)(=O)=O)(=O)=O.[Cl:32][C:33]1[CH:34]=[C:35]2[C:40](=[CH:41][CH:42]=1)[NH:39][CH2:38][CH2:37][CH2:36]2. The yield is 0.120. The product is [Cl:32][C:33]1[CH:34]=[C:35]2[C:40](=[CH:41][CH:42]=1)[N:39]([C@@H:11]1[CH2:15][CH2:14][NH:13][C:12]1=[O:16])[CH2:38][CH2:37][CH2:36]2.